From a dataset of Catalyst prediction with 721,799 reactions and 888 catalyst types from USPTO. Predict which catalyst facilitates the given reaction. (1) Reactant: [CH2:1]([OH:17])[CH2:2][CH2:3][CH2:4][CH2:5][CH2:6][CH2:7][CH2:8][CH2:9][CH2:10][CH2:11][CH2:12][CH2:13][CH2:14][CH2:15][CH3:16]. Product: [C:1]([O:17][CH2:1][CH2:2][CH2:3][CH2:4][CH2:5][CH2:6][CH2:7][CH2:8][CH2:9][CH2:10][CH2:11][CH2:12][CH2:13][CH2:14][CH2:15][CH3:16])(=[O:17])[CH2:2][CH2:3][CH2:4][CH2:5][CH2:6][CH2:7][CH2:8]/[CH:9]=[CH:10]\[CH2:11][CH2:12][CH2:13][CH3:14]. The catalyst class is: 81. (2) Reactant: C([Mg]Cl)(C)C.[Cl-].[Li+].Br[C:9]1[C:10]([O:17][CH3:18])=[N:11][C:12]([O:15][CH3:16])=[N:13][CH:14]=1.[N:19]([C:28]([O:30][C:31]([CH3:34])([CH3:33])[CH3:32])=[O:29])=[N:20][C:21]([O:23][C:24]([CH3:27])([CH3:26])[CH3:25])=[O:22]. Product: [CH3:34][C:31]([O:30][C:28]([N:19]([C:9]1[C:10]([O:17][CH3:18])=[N:11][C:12]([O:15][CH3:16])=[N:13][CH:14]=1)[NH:20][C:21]([O:23][C:24]([CH3:27])([CH3:26])[CH3:25])=[O:22])=[O:29])([CH3:32])[CH3:33]. The catalyst class is: 220.